Predict which catalyst facilitates the given reaction. From a dataset of Catalyst prediction with 721,799 reactions and 888 catalyst types from USPTO. (1) Reactant: [NH2:1][C:2]1[N:7]=[C:6]([C:8]2[O:9][CH:10]=[CH:11][CH:12]=2)[C:5]([C:13]#[N:14])=[C:4](S(C)(=O)=O)[N:3]=1.[C:19]1([OH:25])[CH:24]=[CH:23][CH:22]=[CH:21][CH:20]=1.C1CCN2C(=NCCC2)CC1. Product: [NH2:1][C:2]1[N:7]=[C:6]([C:8]2[O:9][CH:10]=[CH:11][CH:12]=2)[C:5]([C:13]#[N:14])=[C:4]([O:25][C:19]2[CH:24]=[CH:23][CH:22]=[CH:21][CH:20]=2)[N:3]=1. The catalyst class is: 57. (2) Reactant: [CH:1]1([CH2:6][CH:7]([C:11]2[CH:16]=[CH:15][C:14]([C:17]#[C:18][CH2:19][OH:20])=[CH:13][CH:12]=2)[C:8]([OH:10])=O)[CH2:5][CH2:4][CH2:3][CH2:2]1.C(Cl)(=O)C(Cl)=O.[NH2:27][C:28]1[S:29][CH:30]=[CH:31][N:32]=1.C(N(CC)C(C)C)(C)C. Product: [CH:1]1([CH2:6][CH:7]([C:11]2[CH:16]=[CH:15][C:14]([C:17]#[C:18][CH2:19][OH:20])=[CH:13][CH:12]=2)[C:8]([NH:27][C:28]2[S:29][CH:30]=[CH:31][N:32]=2)=[O:10])[CH2:2][CH2:3][CH2:4][CH2:5]1. The catalyst class is: 306.